Dataset: Full USPTO retrosynthesis dataset with 1.9M reactions from patents (1976-2016). Task: Predict the reactants needed to synthesize the given product. (1) Given the product [Br:1][C:2]1[CH:3]=[C:4]([Cl:31])[C:5](=[O:30])[N:6]([CH2:18][CH2:19][C:20]2[CH:21]=[CH:22][C:23]([C:24]([OH:26])=[O:25])=[CH:28][CH:29]=2)[C:7]=1[CH2:8][N:9]1[CH2:13][CH2:12][CH2:11][C@@H:10]1[CH2:14][CH:15]([CH3:16])[CH3:17], predict the reactants needed to synthesize it. The reactants are: [Br:1][C:2]1[CH:3]=[C:4]([Cl:31])[C:5](=[O:30])[N:6]([CH2:18][CH2:19][C:20]2[CH:29]=[CH:28][C:23]([C:24]([O:26]C)=[O:25])=[CH:22][CH:21]=2)[C:7]=1[CH2:8][N:9]1[CH2:13][CH2:12][CH2:11][C@@H:10]1[CH2:14][CH:15]([CH3:17])[CH3:16].Cl.[OH-].[Na+].O. (2) Given the product [C:1]1([CH2:17][Br:20])[C:14]2[C:15]3=[C:16]4[C:11](=[CH:12][CH:13]=2)[CH:10]=[CH:9][CH:8]=[C:7]4[CH:6]=[CH:5][C:4]3=[CH:3][CH:2]=1, predict the reactants needed to synthesize it. The reactants are: [C:1]1([CH2:17]O)[C:14]2[C:15]3=[C:16]4[C:11](=[CH:12][CH:13]=2)[CH:10]=[CH:9][CH:8]=[C:7]4[CH:6]=[CH:5][C:4]3=[CH:3][CH:2]=1.P(Br)(Br)[Br:20].N#N.C(=O)(O)[O-].[Na+]. (3) Given the product [ClH:1].[Cl:1][C:2]1[C:3]([F:29])=[C:4]([CH:26]=[CH:27][CH:28]=1)[C:5]([N:7]1[CH2:12][CH2:11][N:10]([CH2:13][C:14]2[N:19]=[C:18]([NH:20][C:21]3[S:22][CH:23]=[CH:24][N:25]=3)[CH:17]=[CH:16][CH:15]=2)[CH2:9][CH2:8]1)=[O:6], predict the reactants needed to synthesize it. The reactants are: [Cl:1][C:2]1[C:3]([F:29])=[C:4]([CH:26]=[CH:27][CH:28]=1)[C:5]([N:7]1[CH2:12][CH2:11][N:10]([CH2:13][C:14]2[N:19]=[C:18]([NH:20][C:21]3[S:22][CH:23]=[CH:24][N:25]=3)[CH:17]=[CH:16][CH:15]=2)[CH2:9][CH2:8]1)=[O:6].Cl. (4) Given the product [C:18]([NH:26][C:6]([N:8]1[CH2:12][C:11](=[CH:13][Cl:14])[CH2:10][C@H:9]1[C:15]([NH:32][CH:29]1[CH2:31][CH2:30]1)=[O:17])=[O:7])(=[O:25])[C:19]1[CH:20]=[CH:21][CH:22]=[CH:23][CH:24]=1, predict the reactants needed to synthesize it. The reactants are: C(O[C:6]([N:8]1[CH2:12][C:11](=[CH:13][Cl:14])[CH2:10][C@H:9]1[C:15]([OH:17])=O)=[O:7])(C)(C)C.[C:18]([N:26]=C=O)(=[O:25])[C:19]1[CH:24]=[CH:23][CH:22]=[CH:21][CH:20]=1.[CH:29]1([NH2:32])[CH2:31][CH2:30]1. (5) Given the product [O:6]=[C:5]([N:7]1[C@H:11]([C:12]2[CH:17]=[CH:16][CH:15]=[CH:14][CH:13]=2)[CH2:10][O:9][C:8]1=[O:18])[C@@H:4]([NH:1][C:36](=[O:37])[O:35][C:32]([CH3:34])([CH3:33])[CH3:31])[C@H:19]([C:21]1[CH:26]=[CH:25][C:24]([C:27]([F:30])([F:29])[F:28])=[CH:23][CH:22]=1)[CH3:20], predict the reactants needed to synthesize it. The reactants are: [N:1]([C@@H:4]([C@H:19]([C:21]1[CH:26]=[CH:25][C:24]([C:27]([F:30])([F:29])[F:28])=[CH:23][CH:22]=1)[CH3:20])[C:5]([N:7]1[C@H:11]([C:12]2[CH:17]=[CH:16][CH:15]=[CH:14][CH:13]=2)[CH2:10][O:9][C:8]1=[O:18])=[O:6])=[N+]=[N-].[CH3:31][C:32]([O:35][C:36](O[C:36]([O:35][C:32]([CH3:34])([CH3:33])[CH3:31])=[O:37])=[O:37])([CH3:34])[CH3:33].CCOC(C)=O.[H][H]. (6) Given the product [Cl:1][C:2]1[CH:3]=[C:4]([CH2:9][C:10]([OH:12])=[O:11])[CH:5]=[C:6]([O:8][C:20]2[CH:21]=[CH:22][C:17]([S:14]([CH3:13])(=[O:16])=[O:15])=[CH:18][C:19]=2[Cl:24])[CH:7]=1, predict the reactants needed to synthesize it. The reactants are: [Cl:1][C:2]1[CH:3]=[C:4]([CH2:9][C:10]([OH:12])=[O:11])[CH:5]=[C:6]([OH:8])[CH:7]=1.[CH3:13][S:14]([C:17]1[CH:22]=[CH:21][C:20](F)=[C:19]([Cl:24])[CH:18]=1)(=[O:16])=[O:15]. (7) Given the product [CH3:3][N:2]([CH3:1])[CH2:4][CH2:5][N:6]1[C:20](=[O:21])[C:15]2[CH:16]=[C:17]([NH:19][C:31]([NH:30][C:27]3[CH:28]=[CH:29][C:24]([C:22]#[N:23])=[CH:25][CH:26]=3)=[O:32])[CH:18]=[C:13]3[C:14]=2[C:9](=[CH:10][CH:11]=[CH:12]3)[C:7]1=[O:8], predict the reactants needed to synthesize it. The reactants are: [CH3:1][N:2]([CH2:4][CH2:5][N:6]1[C:20](=[O:21])[C:15]2=[CH:16][C:17]([NH2:19])=[CH:18][C:13]3[C:14]2=[C:9]([CH:10]=[CH:11][CH:12]=3)[C:7]1=[O:8])[CH3:3].[C:22]([C:24]1[CH:29]=[CH:28][C:27]([N:30]=[C:31]=[O:32])=[CH:26][CH:25]=1)#[N:23].